Dataset: Full USPTO retrosynthesis dataset with 1.9M reactions from patents (1976-2016). Task: Predict the reactants needed to synthesize the given product. Given the product [CH2:1]([O:8][CH2:9][C:10](=[O:19])[CH2:11][CH2:12][C:13]1[CH:18]=[CH:17][CH:16]=[CH:15][CH:14]=1)[C:2]1[CH:7]=[CH:6][CH:5]=[CH:4][CH:3]=1, predict the reactants needed to synthesize it. The reactants are: [CH2:1]([O:8][CH2:9][CH:10]([OH:19])[CH2:11][CH2:12][C:13]1[CH:18]=[CH:17][CH:16]=[CH:15][CH:14]=1)[C:2]1[CH:7]=[CH:6][CH:5]=[CH:4][CH:3]=1.[Cr](Cl)([O-])(=O)=O.[NH+]1C=CC=CC=1.